Dataset: Reaction yield outcomes from USPTO patents with 853,638 reactions. Task: Predict the reaction yield, written as a fraction of the theoretical maximum amount of product (1.0 means a 100% yield; for example, 0.34 means a 34% yield). (1) The reactants are C(O[C:4]([C:6]1[N:7]=[C:8]([C:27]2[CH:32]=[CH:31][CH:30]=[CH:29][C:28]=2[C:33]([F:36])([F:35])[F:34])[N:9]([C:11]2[CH:16]=[CH:15][C:14]([C:17]3[CH:22]=[CH:21][CH:20]=[C:19]([S:23]([CH3:26])(=[O:25])=[O:24])[CH:18]=3)=[CH:13][CH:12]=2)[CH:10]=1)=[O:5])C.[C-]#[N:38].[Na+].N. The catalyst is CO. The product is [CH3:26][S:23]([C:19]1[CH:18]=[C:17]([C:14]2[CH:13]=[CH:12][C:11]([N:9]3[CH:10]=[C:6]([C:4]([NH2:38])=[O:5])[N:7]=[C:8]3[C:27]3[CH:32]=[CH:31][CH:30]=[CH:29][C:28]=3[C:33]([F:34])([F:36])[F:35])=[CH:16][CH:15]=2)[CH:22]=[CH:21][CH:20]=1)(=[O:25])=[O:24]. The yield is 0.630. (2) The reactants are [Zn](CC)[CH2:2]C.FC(F)(F)C(O)=O.N#N.C(I)I.[CH3:18][C:19]1([CH3:34])[C:23]([CH3:25])([CH3:24])[O:22][B:21]([C:26]2[CH:31]=[CH:30][CH:29]=[C:28]([CH:32]=[CH2:33])[CH:27]=2)[O:20]1. The catalyst is C(Cl)Cl. The product is [CH:32]1([C:28]2[CH:27]=[C:26]([B:21]3[O:20][C:19]([CH3:34])([CH3:18])[C:23]([CH3:24])([CH3:25])[O:22]3)[CH:31]=[CH:30][CH:29]=2)[CH2:2][CH2:33]1. The yield is 0.100. (3) The reactants are [Br:1][C:2]1[CH:7]=[CH:6][C:5]([CH:8](C)[CH2:9][O:10][Si:11]([C:14]([CH3:17])([CH3:16])[CH3:15])([CH3:13])[CH3:12])=[CH:4][CH:3]=1.Br[C:20]1C=CC(CC(O)C)=CC=1. No catalyst specified. The product is [Br:1][C:2]1[CH:3]=[CH:4][C:5]([CH2:8][CH:9]([O:10][Si:11]([C:14]([CH3:15])([CH3:16])[CH3:17])([CH3:12])[CH3:13])[CH3:20])=[CH:6][CH:7]=1. The yield is 0.870. (4) The product is [CH3:14][O:11][C:10]1[C:9]2[CH2:8][CH2:7][CH2:6][C:5]=2[C:4]([CH:12]=[O:13])=[CH:3][C:2]=1[CH3:1]. The reactants are [CH3:1][C:2]1[CH:3]=[C:4]([CH:12]=[O:13])[C:5]2[CH2:6][CH2:7][CH2:8][C:9]=2[C:10]=1[OH:11].[C:14](=O)([O-])[O-].[K+].[K+].CI.O. The yield is 0.889. The catalyst is CN(C)C=O. (5) The reactants are [C:1]1([S:7]([N:10]2[C:14]3=[N:15][CH:16]=[CH:17][CH:18]=[C:13]3[CH:12]=[CH:11]2)(=[O:9])=[O:8])[CH:6]=[CH:5][CH:4]=[CH:3][CH:2]=1.C([N-]C(C)C)(C)C.[Li+].[CH3:27][CH:28]([CH3:32])[CH2:29][CH:30]=[O:31]. The catalyst is O1CCCC1. The product is [C:1]1([S:7]([N:10]2[C:14]3=[N:15][CH:16]=[CH:17][CH:18]=[C:13]3[CH:12]=[C:11]2[CH:30]([OH:31])[CH2:29][CH:28]([CH3:32])[CH3:27])(=[O:9])=[O:8])[CH:2]=[CH:3][CH:4]=[CH:5][CH:6]=1. The yield is 0.518. (6) The reactants are [CH:1]1([CH2:6][CH:7]([C:22]2[CH:27]=[CH:26][C:25]([S:28](Cl)(=[O:30])=[O:29])=[CH:24][CH:23]=2)[C:8](=[O:21])[NH:9][C:10]2[S:11][C:12]3[C:17]([N:18]=2)=[CH:16][CH:15]=[C:14]([O:19][CH3:20])[N:13]=3)[CH2:5][CH2:4][CH2:3][CH2:2]1.[CH2:32]([O:34][C:35]([CH:37]1[CH2:42][CH2:41][NH:40][CH2:39][CH2:38]1)=[O:36])[CH3:33].C(N(C(C)C)CC)(C)C. The catalyst is ClCCl. The product is [CH2:32]([O:34][C:35]([CH:37]1[CH2:42][CH2:41][N:40]([S:28]([C:25]2[CH:24]=[CH:23][C:22]([CH:7]([C:8](=[O:21])[NH:9][C:10]3[S:11][C:12]4[C:17]([N:18]=3)=[CH:16][CH:15]=[C:14]([O:19][CH3:20])[N:13]=4)[CH2:6][CH:1]3[CH2:2][CH2:3][CH2:4][CH2:5]3)=[CH:27][CH:26]=2)(=[O:30])=[O:29])[CH2:39][CH2:38]1)=[O:36])[CH3:33]. The yield is 0.710. (7) The catalyst is C(Cl)Cl. The product is [Cl:1][C:2]1[CH:10]=[C:9]([C:11]([F:14])([F:13])[F:12])[C:5]([C:6]([NH2:25])=[O:7])=[CH:4][N:3]=1. The reactants are [Cl:1][C:2]1[CH:10]=[C:9]([C:11]([F:14])([F:13])[F:12])[C:5]([C:6](O)=[O:7])=[CH:4][N:3]=1.O=S(Cl)Cl.CCOC(C)=O.[NH4+:25].[OH-]. The yield is 0.850. (8) The reactants are [CH3:1][S:2](Cl)(=[O:4])=[O:3].[CH3:6][O:7][C:8]1[CH:9]=[C:10]([CH:25]=[CH:26][C:27]=1[O:28][CH3:29])[O:11][CH:12]([C:17]1[CH:24]=[CH:23][C:20]([C:21]#[N:22])=[CH:19][CH:18]=1)[CH2:13][CH2:14][CH2:15][OH:16].C(N(CC)CC)C.O. The catalyst is C(Cl)Cl. The product is [CH3:1][S:2]([O:16][CH2:15][CH2:14][CH2:13][CH:12]([C:17]1[CH:18]=[CH:19][C:20]([C:21]#[N:22])=[CH:23][CH:24]=1)[O:11][C:10]1[CH:25]=[CH:26][C:27]([O:28][CH3:29])=[C:8]([O:7][CH3:6])[CH:9]=1)(=[O:4])=[O:3]. The yield is 1.00. (9) The reactants are CC(OI1(OC(C)=O)(OC(C)=O)OC(=O)C2C=CC=CC1=2)=[O:3].[Br:23][C:24]1[CH:25]=[C:26]([CH:31]([C:33]2([C:39]3[CH:44]=[CH:43][C:42]([O:45][Si:46]([C:59]([CH3:62])([CH3:61])[CH3:60])([C:53]4[CH:58]=[CH:57][CH:56]=[CH:55][CH:54]=4)[C:47]4[CH:52]=[CH:51][CH:50]=[CH:49][CH:48]=4)=[CH:41][CH:40]=3)SCCCS2)[OH:32])[CH:27]=[CH:28][C:29]=1[F:30].C(O)(C)(C)C.S([O-])([O-])(=O)=S.[Na+].[Na+]. The catalyst is ClCCl.C(=O)([O-])O.[Na+]. The product is [Br:23][C:24]1[CH:25]=[C:26]([C:31](=[O:32])[C:33]([C:39]2[CH:40]=[CH:41][C:42]([O:45][Si:46]([C:59]([CH3:60])([CH3:61])[CH3:62])([C:53]3[CH:54]=[CH:55][CH:56]=[CH:57][CH:58]=3)[C:47]3[CH:48]=[CH:49][CH:50]=[CH:51][CH:52]=3)=[CH:43][CH:44]=2)=[O:3])[CH:27]=[CH:28][C:29]=1[F:30]. The yield is 0.940. (10) The reactants are [CH3:1][O:2][C:3]1[CH:4]=[C:5]2[C:10](=[CH:11][C:12]=1[O:13][CH3:14])[N:9]=[CH:8][N:7]=[C:6]2[O:15][C:16]1[CH:22]=[CH:21][C:19]([NH2:20])=[CH:18][CH:17]=1.C1(C)C=CC=CC=1.C(N(CC)CC)C.ClC(Cl)(O[C:41](=[O:47])[O:42][C:43](Cl)(Cl)Cl)Cl.[F:49][C:50]1[CH:60]=[CH:59][C:53]([O:54][CH2:55][CH2:56]CO)=[CH:52][CH:51]=1. The catalyst is C(Cl)Cl. The product is [CH3:1][O:2][C:3]1[CH:4]=[C:5]2[C:10](=[CH:11][C:12]=1[O:13][CH3:14])[N:9]=[CH:8][N:7]=[C:6]2[O:15][C:16]1[CH:22]=[CH:21][C:19]([NH:20][C:41](=[O:47])[O:42][CH2:43][CH2:56][CH2:55][O:54][C:53]2[CH:59]=[CH:60][C:50]([F:49])=[CH:51][CH:52]=2)=[CH:18][CH:17]=1. The yield is 0.490.